From a dataset of Reaction yield outcomes from USPTO patents with 853,638 reactions. Predict the reaction yield, written as a fraction of the theoretical maximum amount of product (1.0 means a 100% yield; for example, 0.34 means a 34% yield). (1) The reactants are [Br:1][C:2]1[CH:3]=[C:4]([CH:12]([CH2:16][CH:17]2[CH2:21][CH2:20][CH2:19][CH2:18]2)[C:13]([OH:15])=O)[CH:5]=[CH:6][C:7]=1[S:8]([CH3:11])(=[O:10])=[O:9].C(Cl)(=O)C(Cl)=O.C(N(CC)C(C)C)(C)C.[NH2:37][C:38]1[CH:47]=[CH:46][C:45]2[C:40](=[CH:41][CH:42]=[CH:43][CH:44]=2)[N:39]=1. The catalyst is C(Cl)Cl.CN(C)C=O.O1CCCC1. The product is [Br:1][C:2]1[CH:3]=[C:4]([CH:12]([CH2:16][CH:17]2[CH2:21][CH2:20][CH2:19][CH2:18]2)[C:13]([NH:37][C:38]2[CH:47]=[CH:46][C:45]3[C:40](=[CH:41][CH:42]=[CH:43][CH:44]=3)[N:39]=2)=[O:15])[CH:5]=[CH:6][C:7]=1[S:8]([CH3:11])(=[O:9])=[O:10]. The yield is 0.920. (2) The reactants are [CH3:1][O:2][C:3]1[CH:8]=[CH:7][C:6]([N:9]2[C:13]3[C:14](=[O:26])[N:15]([C:18]4[CH:25]=[CH:24][C:21]([C:22]#[N:23])=[CH:20][CH:19]=4)[CH2:16][CH2:17][C:12]=3[C:11]([CH3:27])=[N:10]2)=[CH:5][CH:4]=1.[CH3:28][NH:29][CH3:30]. The catalyst is CO.C(Cl)(Cl)Cl. The product is [CH3:1][O:2][C:3]1[CH:4]=[CH:5][C:6]([N:9]2[C:13]3[C:14](=[O:26])[N:15]([C:18]4[CH:19]=[CH:20][C:21]([C:22]([N:29]([CH3:30])[CH3:28])=[NH:23])=[CH:24][CH:25]=4)[CH2:16][CH2:17][C:12]=3[C:11]([CH3:27])=[N:10]2)=[CH:7][CH:8]=1. The yield is 0.710. (3) The catalyst is CC(N(C)C)=O. The reactants are [CH2:1]([O:8][CH2:9][CH2:10][C@H:11]([CH2:15][C:16]([O:18][C:19]([CH3:22])([CH3:21])[CH3:20])=[O:17])[C:12]([OH:14])=[O:13])[C:2]1[CH:7]=[CH:6][CH:5]=[CH:4][CH:3]=1.[C:23]([O-])(O)=O.[Na+].CI. The yield is 0.980. The product is [CH2:1]([O:8][CH2:9][CH2:10][C@H:11]([CH2:15][C:16]([O:18][C:19]([CH3:22])([CH3:21])[CH3:20])=[O:17])[C:12]([O:14][CH3:23])=[O:13])[C:2]1[CH:3]=[CH:4][CH:5]=[CH:6][CH:7]=1. (4) The reactants are C[O:2][C:3](=O)[C:4]1[CH:9]=[C:8]([C:10]#[N:11])[CH:7]=[CH:6][C:5]=1[CH2:12][N:13]([CH2:22][C:23]1[C:28]([Cl:29])=[CH:27][CH:26]=[CH:25][N:24]=1)[CH2:14][C:15]1[C:20]([CH3:21])=[CH:19][CH:18]=[CH:17][N:16]=1.[Li+].[BH4-]. The catalyst is CO. The product is [Cl:29][C:28]1[C:23]([CH2:22][N:13]([CH2:12][C:5]2[CH:6]=[CH:7][C:8]([C:10]#[N:11])=[CH:9][C:4]=2[CH2:3][OH:2])[CH2:14][C:15]2[C:20]([CH3:21])=[CH:19][CH:18]=[CH:17][N:16]=2)=[N:24][CH:25]=[CH:26][CH:27]=1. The yield is 0.650. (5) No catalyst specified. The reactants are [C:1]([O:5][C@@H:6]([C:11]1[C:40]([CH3:41])=[C:39]([CH3:42])[C:38]2=[N:43][C:35]3=[CH:36][N:37]2[C:12]=1[N:13]1[CH2:49][CH2:48][C:16]([CH3:50])([O:17][CH2:18][CH:19]=[CH:20][CH2:21][C@H:22]([CH3:47])[O:23][C:24]2[CH:25]=[C:26]([F:46])[CH:27]=[C:28]([F:45])[C:29]=2[C:30]2[CH:44]=[C:34]3[CH:33]=[CH:32][CH:31]=2)[CH2:15][CH2:14]1)[C:7]([O:9][CH3:10])=[O:8])([CH3:4])([CH3:3])[CH3:2].C(O[C@@H](C1C(C)=CC2=NC3=CN2C=1N1CCC(C)(OCCCC[C@H](C)OC2C=C(F)C=CC=2C2C=C3C=CC=2)CC1)C(OC)=O)(C)(C)C. The product is [C:1]([O:5][C@@H:6]([C:11]1[C:40]([CH3:41])=[C:39]([CH3:42])[C:38]2=[N:43][C:35]3=[CH:36][N:37]2[C:12]=1[N:13]1[CH2:14][CH2:15][C:16]([CH3:50])([O:17][CH2:18][CH2:19][CH2:20][CH2:21][C@H:22]([CH3:47])[O:23][C:24]2[CH:25]=[C:26]([F:46])[CH:27]=[C:28]([F:45])[C:29]=2[C:30]2[CH:44]=[C:34]3[CH:33]=[CH:32][CH:31]=2)[CH2:48][CH2:49]1)[C:7]([O:9][CH3:10])=[O:8])([CH3:4])([CH3:2])[CH3:3]. The yield is 0.698. (6) The reactants are C[Si]([N-][Si](C)(C)C)(C)C.[K+].C(O)(C)(C)C.[CH2:16]([N:23]([CH2:35][C:36]1[CH:41]=[CH:40][CH:39]=[CH:38][CH:37]=1)[C@H:24]1[CH2:30][CH2:29][CH2:28][CH2:27][CH2:26][C@H:25]1[C:31]([O:33][CH3:34])=[O:32])[C:17]1[CH:22]=[CH:21][CH:20]=[CH:19][CH:18]=1. The catalyst is O1CCCC1. The product is [CH2:35]([N:23]([CH2:16][C:17]1[CH:22]=[CH:21][CH:20]=[CH:19][CH:18]=1)[C@@H:24]1[CH2:30][CH2:29][CH2:28][CH2:27][CH2:26][C@H:25]1[C:31]([O:33][CH3:34])=[O:32])[C:36]1[CH:37]=[CH:38][CH:39]=[CH:40][CH:41]=1. The yield is 0.670.